This data is from Full USPTO retrosynthesis dataset with 1.9M reactions from patents (1976-2016). The task is: Predict the reactants needed to synthesize the given product. (1) The reactants are: C([O:4][C@H:5]1[C@H:10]([O:11]C(=O)C)[C@@H:9]([O:15]C(=O)C)[C@H:8]([C:19]2[CH:24]=[CH:23][C:22]([Cl:25])=[C:21]([CH2:26][C:27]3[CH:32]=[CH:31][C:30]([C:33](=[N:36][O:37][CH3:38])[CH2:34][CH3:35])=[CH:29][CH:28]=3)[CH:20]=2)[O:7][C@@H:6]1[CH2:39][O:40]C(=O)C)(=O)C.O.[OH-].[Li+]. Given the product [CH3:38][O:37][N:36]=[C:33]([C:30]1[CH:29]=[CH:28][C:27]([CH2:26][C:21]2[CH:20]=[C:19]([C@H:8]3[C@H:9]([OH:15])[C@@H:10]([OH:11])[C@H:5]([OH:4])[C@@H:6]([CH2:39][OH:40])[O:7]3)[CH:24]=[CH:23][C:22]=2[Cl:25])=[CH:32][CH:31]=1)[CH2:34][CH3:35], predict the reactants needed to synthesize it. (2) Given the product [CH2:1]([C:8]1[CH:9]=[N:10][C:11]2[C:16]([C:17]=1[C:18]1[CH:19]=[C:20]([NH:24][CH2:32][C:31]3[C:34]([CH3:38])=[CH:35][CH:36]=[CH:37][C:30]=3[CH3:29])[CH:21]=[CH:22][CH:23]=1)=[CH:15][CH:14]=[CH:13][C:12]=2[C:25]([F:28])([F:26])[F:27])[C:2]1[CH:3]=[CH:4][CH:5]=[CH:6][CH:7]=1, predict the reactants needed to synthesize it. The reactants are: [CH2:1]([C:8]1[CH:9]=[N:10][C:11]2[C:16]([C:17]=1[C:18]1[CH:19]=[C:20]([NH2:24])[CH:21]=[CH:22][CH:23]=1)=[CH:15][CH:14]=[CH:13][C:12]=2[C:25]([F:28])([F:27])[F:26])[C:2]1[CH:7]=[CH:6][CH:5]=[CH:4][CH:3]=1.[CH3:29][C:30]1[CH:37]=[CH:36][CH:35]=[C:34]([CH3:38])[C:31]=1[CH:32]=O. (3) Given the product [F:11][C:5]1[C:6]([F:10])=[CH:7][CH:8]=[CH:9][C:4]=1/[C:2](=[N:18]/[S@@:16]([C:13]([CH3:15])([CH3:14])[CH3:12])=[O:17])/[CH3:1], predict the reactants needed to synthesize it. The reactants are: [CH3:1][C:2]([C:4]1[CH:9]=[CH:8][CH:7]=[C:6]([F:10])[C:5]=1[F:11])=O.[CH3:12][C:13]([S@:16]([NH2:18])=[O:17])([CH3:15])[CH3:14].